Dataset: Catalyst prediction with 721,799 reactions and 888 catalyst types from USPTO. Task: Predict which catalyst facilitates the given reaction. (1) Reactant: [CH:1]12[CH2:10][CH:5]3[CH2:6][CH:7]([CH2:9][CH:3]([CH2:4]3)[CH:2]1[NH:11][C:12]([C:14]1[CH:15]=[N:16][N:17]([CH3:20])[C:18]=1Cl)=[O:13])[CH2:8]2.[CH3:21][N:22]1[CH2:27][CH2:26][NH:25][CH2:24][CH2:23]1. Product: [CH:1]12[CH2:10][CH:5]3[CH2:6][CH:7]([CH2:9][CH:3]([CH2:4]3)[CH:2]1[NH:11][C:12]([C:14]1[CH:15]=[N:16][N:17]([CH3:20])[C:18]=1[N:25]1[CH2:26][CH2:27][N:22]([CH3:21])[CH2:23][CH2:24]1)=[O:13])[CH2:8]2. The catalyst class is: 60. (2) Product: [NH2:36][C:31]1[CH:32]=[CH:33][CH:34]=[CH:35][C:30]=1[NH:29][C:28]([C:25]1[CH:24]=[CH:23][C:22]([NH:21][C:17]2[N:16]=[C:15]([C:11]3[N:8]4[CH:9]=[CH:10][C:5]([C:3]([OH:4])=[O:2])=[CH:6][C:7]4=[N:13][C:12]=3[CH3:14])[CH:20]=[CH:19][N:18]=2)=[CH:27][CH:26]=1)=[O:37]. Reactant: C[O:2][C:3]([C:5]1[CH:10]=[CH:9][N:8]2[C:11]([C:15]3[CH:20]=[CH:19][N:18]=[C:17]([NH:21][C:22]4[CH:27]=[CH:26][C:25]([C:28](=[O:37])[NH:29][C:30]5[CH:35]=[CH:34][CH:33]=[CH:32][C:31]=5[NH2:36])=[CH:24][CH:23]=4)[N:16]=3)=[C:12]([CH3:14])[N:13]=[C:7]2[CH:6]=1)=[O:4].[OH-].[Na+]. The catalyst class is: 5. (3) Reactant: C([O:8][C:9]1[CH:16]=[CH:15][C:12]([CH:13]=[O:14])=[C:11]([O:17][CH:18]([CH3:20])[CH3:19])[CH:10]=1)C1C=CC=CC=1.CC1CC=CCC=1. Product: [OH:8][C:9]1[CH:16]=[CH:15][C:12]([CH:13]=[O:14])=[C:11]([O:17][CH:18]([CH3:20])[CH3:19])[CH:10]=1. The catalyst class is: 45. (4) Reactant: [CH:1](NC(C)C)(C)C.CN(P(N(C)C)(N(C)C)=O)C.[CH3:19][N:20]1[CH2:25][C:24]([N+:32]([O-:34])=[O:33])([C:26]2[CH:31]=[CH:30][CH:29]=[CH:28][CH:27]=2)[CH2:23][CH:22]([CH3:35])[C:21]1=[O:36].CI. Product: [CH3:19][N:20]1[CH2:25][C:24]([N+:32]([O-:34])=[O:33])([C:26]2[CH:31]=[CH:30][CH:29]=[CH:28][CH:27]=2)[CH2:23][C:22]([CH3:1])([CH3:35])[C:21]1=[O:36]. The catalyst class is: 134. (5) Reactant: [C:1]([NH:6][C:7]1[NH:8][C:9](=[O:24])[C:10]2[N:11]=[CH:12][N:13]([C:22]=2[N:23]=1)[C@@H:14]1[O:21][C@H:18]([CH2:19][OH:20])[C@@H:16]([OH:17])[CH2:15]1)(=[O:5])[CH:2]([CH3:4])[CH3:3].CC(N(C)C)=O.[C:31](Cl)(=[O:47])[CH2:32][CH2:33][CH2:34][CH2:35][CH2:36][CH2:37][CH2:38][CH2:39][CH2:40][CH2:41][CH2:42][CH2:43][CH2:44][CH2:45][CH3:46].C(=O)(O)[O-].[K+]. Product: [C:31]([O:20][CH2:19][C@H:18]1[O:21][C@@H:14]([N:13]2[C:22]3[N:23]=[C:7]([NH:6][C:1](=[O:5])[CH:2]([CH3:4])[CH3:3])[NH:8][C:9](=[O:24])[C:10]=3[N:11]=[CH:12]2)[CH2:15][C@@H:16]1[OH:17])(=[O:47])[CH2:32][CH2:33][CH2:34][CH2:35][CH2:36][CH2:37][CH2:38][CH2:39][CH2:40][CH2:41][CH2:42][CH2:43][CH2:44][CH2:45][CH3:46]. The catalyst class is: 17. (6) Reactant: Br[CH2:2][C:3]([C:5]12[CH2:14][CH:9]3[CH2:10][CH:11]([CH2:13][CH:7]([CH2:8]3)[CH2:6]1)[CH2:12]2)=[O:4].[Cl:15][C:16]1[CH:21]=[CH:20][C:19]([Cl:22])=[CH:18][C:17]=1[SH:23]. Product: [C:5]12([C:3](=[O:4])[CH2:2][S:23][C:17]3[CH:18]=[C:19]([Cl:22])[CH:20]=[CH:21][C:16]=3[Cl:15])[CH2:14][CH:9]3[CH2:10][CH:11]([CH2:13][CH:7]([CH2:8]3)[CH2:6]1)[CH2:12]2. The catalyst class is: 556. (7) Reactant: [I:1][C:2]1[C:6]([C:7]([O:9]CC)=[O:8])=[CH:5][N:4]([CH2:12][O:13][CH2:14][CH2:15][Si:16]([CH3:19])([CH3:18])[CH3:17])[N:3]=1.[OH-].[Na+]. Product: [I:1][C:2]1[C:6]([C:7]([OH:9])=[O:8])=[CH:5][N:4]([CH2:12][O:13][CH2:14][CH2:15][Si:16]([CH3:19])([CH3:18])[CH3:17])[N:3]=1. The catalyst class is: 12. (8) Reactant: [CH3:1][C:2]1[CH:17]=[CH:16][CH:15]=[C:14]([CH3:18])[C:3]=1[CH2:4][O:5][C:6]1[CH:7]=[C:8]([CH:11]=[CH:12][CH:13]=1)[C:9]#[N:10].[N-:19]=[N+:20]=[N-:21].[Na+].[Cl-].[NH4+]. Product: [CH3:1][C:2]1[CH:17]=[CH:16][CH:15]=[C:14]([CH3:18])[C:3]=1[CH2:4][O:5][C:6]1[CH:7]=[C:8]([C:9]2[NH:21][N:20]=[N:19][N:10]=2)[CH:11]=[CH:12][CH:13]=1. The catalyst class is: 9. (9) Reactant: [Cl:1][C:2]1[CH:23]=[CH:22][CH:21]=[CH:20][C:3]=1[O:4][CH2:5][C:6]1[CH:7]=[C:8]([CH:17]=[CH:18][CH:19]=1)[C:9]([NH:11][C:12]1[CH:13]=[N:14][NH:15][CH:16]=1)=[O:10].CI.[C:26](=O)([O-])[O-].[K+].[K+].C(OCC)(=O)C. Product: [Cl:1][C:2]1[CH:23]=[CH:22][CH:21]=[CH:20][C:3]=1[O:4][CH2:5][C:6]1[CH:7]=[C:8]([CH:17]=[CH:18][CH:19]=1)[C:9]([NH:11][C:12]1[CH:16]=[N:15][N:14]([CH3:26])[CH:13]=1)=[O:10]. The catalyst class is: 9. (10) Reactant: C1(S([N:10]2[C:14]3=[N:15][CH:16]=[C:17]([O:19][CH2:20][CH2:21][O:22][CH3:23])[CH:18]=[C:13]3[CH:12]=[C:11]2[C:24]([C:31]2[CH:36]=[CH:35][C:34]([S:37]([CH3:40])(=[O:39])=[O:38])=[CH:33][CH:32]=2)=[CH:25][CH:26]2[CH2:30][CH2:29][CH2:28][CH2:27]2)(=O)=O)C=CC=CC=1.[F-].C([N+](CCCC)(CCCC)CCCC)CCC. Product: [CH:26]1([CH:25]=[C:24]([C:11]2[NH:10][C:14]3=[N:15][CH:16]=[C:17]([O:19][CH2:20][CH2:21][O:22][CH3:23])[CH:18]=[C:13]3[CH:12]=2)[C:31]2[CH:36]=[CH:35][C:34]([S:37]([CH3:40])(=[O:39])=[O:38])=[CH:33][CH:32]=2)[CH2:30][CH2:29][CH2:28][CH2:27]1. The catalyst class is: 54.